Dataset: Forward reaction prediction with 1.9M reactions from USPTO patents (1976-2016). Task: Predict the product of the given reaction. (1) Given the reactants Cl[C:2]1[CH:3]=[CH:4][C:5]([N+:9]([O-:11])=[O:10])=[C:6]([CH:8]=1)[NH2:7].[CH3:12][N:13]([CH3:20])[CH:14]1[CH2:19][CH2:18][NH:17][CH2:16][CH2:15]1.C([O-])([O-])=O.[K+].[K+], predict the reaction product. The product is: [NH2:7][C:6]1[CH:8]=[C:2]([N:17]2[CH2:18][CH2:19][CH:14]([N:13]([CH3:20])[CH3:12])[CH2:15][CH2:16]2)[CH:3]=[CH:4][C:5]=1[N+:9]([O-:11])=[O:10]. (2) The product is: [C:1]([Si:5]([O:18][C@@H:19]1[C@H:26]2[C@H:22]([O:23][C:24]([CH3:28])([CH3:27])[O:25]2)[C:21]([CH2:29][O:30][C:31]([C:44]2[CH:49]=[CH:48][CH:47]=[CH:46][CH:45]=2)([C:38]2[CH:43]=[CH:42][CH:41]=[CH:40][CH:39]=2)[C:32]2[CH:37]=[CH:36][CH:35]=[CH:34][CH:33]=2)=[C:20]1[F:61])([C:12]1[CH:17]=[CH:16][CH:15]=[CH:14][CH:13]=1)[C:6]1[CH:11]=[CH:10][CH:9]=[CH:8][CH:7]=1)([CH3:4])([CH3:3])[CH3:2]. Given the reactants [C:1]([Si:5]([O:18][C@@H:19]1[C@H:26]2[C@H:22]([O:23][C:24]([CH3:28])([CH3:27])[O:25]2)[C:21]([CH2:29][O:30][C:31]([C:44]2[CH:49]=[CH:48][CH:47]=[CH:46][CH:45]=2)([C:38]2[CH:43]=[CH:42][CH:41]=[CH:40][CH:39]=2)[C:32]2[CH:37]=[CH:36][CH:35]=[CH:34][CH:33]=2)=[C:20]1I)([C:12]1[CH:17]=[CH:16][CH:15]=[CH:14][CH:13]=1)[C:6]1[CH:11]=[CH:10][CH:9]=[CH:8][CH:7]=1)([CH3:4])([CH3:3])[CH3:2].C1C=CC(S(N(S(C2C=CC=CC=2)(=O)=O)[F:61])(=O)=O)=CC=1.CCCCC.[Li]CCCC, predict the reaction product. (3) The product is: [CH2:18]([N:20]1[CH2:25][CH2:24][N:23]([C:2]2[C:3]([C:14]([F:17])([F:16])[F:15])=[CH:4][C:5]([N+:11]([O-:13])=[O:12])=[CH:6][C:7]=2[N+:8]([O-:10])=[O:9])[CH2:22][CH2:21]1)[CH3:19]. Given the reactants Cl[C:2]1[C:7]([N+:8]([O-:10])=[O:9])=[CH:6][C:5]([N+:11]([O-:13])=[O:12])=[CH:4][C:3]=1[C:14]([F:17])([F:16])[F:15].[CH2:18]([N:20]1[CH2:25][CH2:24][NH:23][CH2:22][CH2:21]1)[CH3:19].O, predict the reaction product.